Dataset: Peptide-MHC class II binding affinity with 134,281 pairs from IEDB. Task: Regression. Given a peptide amino acid sequence and an MHC pseudo amino acid sequence, predict their binding affinity value. This is MHC class II binding data. (1) The peptide sequence is YDKFLANVSTVWTGK. The MHC is DRB1_0401 with pseudo-sequence DRB1_0401. The binding affinity (normalized) is 0.575. (2) The peptide sequence is PETEKAEEVEKIEKT. The MHC is HLA-DPA10201-DPB10101 with pseudo-sequence HLA-DPA10201-DPB10101. The binding affinity (normalized) is 0.312. (3) The peptide sequence is VLAALFAGAWCVPKV. The MHC is HLA-DPA10201-DPB11401 with pseudo-sequence HLA-DPA10201-DPB11401. The binding affinity (normalized) is 0.164. (4) The peptide sequence is TKIMSSKRILERESV. The MHC is DRB1_0404 with pseudo-sequence DRB1_0404. The binding affinity (normalized) is 0.228. (5) The peptide sequence is ALDVWALGLAIFEFV. The MHC is HLA-DQA10501-DQB10201 with pseudo-sequence HLA-DQA10501-DQB10201. The binding affinity (normalized) is 0.574. (6) The peptide sequence is DGDLKRLRDLNQAVN. The MHC is DRB4_0101 with pseudo-sequence DRB4_0103. The binding affinity (normalized) is 0.586. (7) The peptide sequence is LIGPTPVNIIGRNLLTQLGC. The MHC is DRB5_0101 with pseudo-sequence DRB5_0101. The binding affinity (normalized) is 0.290.